From a dataset of Full USPTO retrosynthesis dataset with 1.9M reactions from patents (1976-2016). Predict the reactants needed to synthesize the given product. (1) Given the product [ClH:12].[CH3:1][C:2]1[S:6][C:5]([C:7](=[NH:13])[NH2:8])=[N:4][N:3]=1, predict the reactants needed to synthesize it. The reactants are: [CH3:1][C:2]1[S:6][C:5]([C:7]#[N:8])=[N:4][N:3]=1.C[O-].[Na+].[Cl-:12].[NH4+:13]. (2) Given the product [CH2:3]([O:7][C:9]1[CH:14]=[C:13]([O:15][CH:16]([CH3:22])[CH:17]([O:18][CH3:19])[O:20][CH3:21])[N:12]=[CH:11][N:10]=1)[C:4]#[C:5][CH3:6], predict the reactants needed to synthesize it. The reactants are: [H-].[Na+].[CH2:3]([OH:7])[C:4]#[C:5][CH3:6].Cl[C:9]1[CH:14]=[C:13]([O:15][CH:16]([CH3:22])[CH:17]([O:20][CH3:21])[O:18][CH3:19])[N:12]=[CH:11][N:10]=1.[Cl-].[NH4+]. (3) Given the product [C:37]([O:41][C:42]([N:44]1[CH2:48][C:47](=[CH2:49])[CH2:46][CH:45]1[C:50]1[NH:17][C:18]([C:21]2[CH:22]=[CH:23][C:24]([B:27]3[O:31][C:30]([CH3:33])([CH3:32])[C:29]([CH3:35])([CH3:34])[O:28]3)=[CH:25][CH:26]=2)=[CH:19][N:20]=1)=[O:43])([CH3:38])([CH3:39])[CH3:40], predict the reactants needed to synthesize it. The reactants are: COC(=O)NC(C(N1CCCC1C1[NH:17][C:18]([C:21]2[CH:26]=[CH:25][C:24]([B:27]3[O:31][C:30]([CH3:33])([CH3:32])[C:29]([CH3:35])([CH3:34])[O:28]3)=[CH:23][CH:22]=2)=[CH:19][N:20]=1)=O)C(C)C.[C:37]([O:41][C:42]([N:44]1[CH2:48][C:47](=[CH2:49])[CH2:46][CH:45]1[C:50](O)=O)=[O:43])([CH3:40])([CH3:39])[CH3:38]. (4) Given the product [CH3:48][N:46]1[CH:47]=[C:43]([C:42]2[CH:41]=[N:40][N:39]3[C:34]([NH2:33])=[CH:35][C:36]([CH:49]4[CH2:54][CH2:53][NH:52][CH2:51][CH2:50]4)=[N:37][C:38]=23)[CH:44]=[N:45]1, predict the reactants needed to synthesize it. The reactants are: N1CCC(C2C=C(N)N3N=CC(C4C=NC5C(C=4)=CC=CC=5)=C3N=2)CC1.C[Si](C)(C)CCOC[N:33](COCC[Si](C)(C)C)[C:34]1[N:39]2[N:40]=[CH:41][C:42]([C:43]3[CH:44]=[N:45][N:46]([CH3:48])[CH:47]=3)=[C:38]2[N:37]=[C:36]([CH:49]2[CH2:54][CH2:53][N:52](C(OC(C)(C)C)=O)[CH2:51][CH2:50]2)[CH:35]=1.C[Si](C)(C)CCOCN(COCC[Si](C)(C)C)C1N2N=CC(C3C=NC4C(C=3)=CC=CC=4)=C2N=C(C2CCN(C(OC(C)(C)C)=O)CC2)C=1. (5) The reactants are: ClC1C=CC([CH:8]([CH:10]2[CH2:15][CH2:14][N:13]([CH3:16])[CH2:12][CH2:11]2)[OH:9])=CC=1.S(Cl)([Cl:19])=O.[OH-].[Na+]. Given the product [CH3:16][N:13]1[CH2:14][CH2:15][CH:10]([C:8]([Cl:19])=[O:9])[CH2:11][CH2:12]1, predict the reactants needed to synthesize it. (6) Given the product [CH3:1][CH:2]1[CH2:8][C:7]2[CH:9]=[C:10]3[O:15][CH2:14][O:13][C:11]3=[CH:12][C:6]=2[C:5]([C:16]2[CH:17]=[CH:18][C:19]([N+:22]([O-:24])=[O:23])=[CH:20][CH:21]=2)=[N:4][N:3]1[C:25]([NH:26][NH:27][C:35]([NH:34][CH3:33])=[O:36])=[S:28], predict the reactants needed to synthesize it. The reactants are: [CH3:1][CH:2]1[CH2:8][C:7]2[CH:9]=[C:10]3[O:15][CH2:14][O:13][C:11]3=[CH:12][C:6]=2[C:5]([C:16]2[CH:21]=[CH:20][C:19]([N+:22]([O-:24])=[O:23])=[CH:18][CH:17]=2)=[N:4][N:3]1[C:25](=[S:28])[NH:26][NH2:27].C(Cl)(Cl)Cl.[CH3:33][N:34]=[C:35]=[O:36]. (7) The reactants are: Cl[C:2]1[CH:7]=[CH:6][C:5]([N+:8]([O-:10])=[O:9])=[CH:4][C:3]=1[Cl:11].[Cl:12][C:13]1[CH:18]=[CH:17][C:16]([OH:19])=[CH:15][CH:14]=1.C(=O)([O-])[O-].[K+].[K+].O. Given the product [Cl:11][C:3]1[CH:4]=[C:5]([N+:8]([O-:10])=[O:9])[CH:6]=[CH:7][C:2]=1[O:19][C:16]1[CH:17]=[CH:18][C:13]([Cl:12])=[CH:14][CH:15]=1, predict the reactants needed to synthesize it. (8) Given the product [C:22]([O:26][C:27](=[O:48])[NH:28][C:29](=[NH:30])[C:31]1[S:32][C:33]([S:46][CH3:47])=[C:34]([S:36]([C:39]2[CH:44]=[C:43]([C:7]3[CH:8]=[CH:9][CH:10]=[C:5]([CH:3]([OH:4])[C:2]([F:1])([F:20])[F:21])[CH:6]=3)[CH:42]=[CH:41][CH:40]=2)(=[O:38])=[O:37])[CH:35]=1)([CH3:25])([CH3:23])[CH3:24], predict the reactants needed to synthesize it. The reactants are: [F:1][C:2]([F:21])([F:20])[CH:3]([C:5]1[CH:10]=[CH:9][CH:8]=[C:7](B2OC(C)(C)C(C)(C)O2)[CH:6]=1)[OH:4].[C:22]([O:26][C:27](=[O:48])[NH:28][C:29]([C:31]1[S:32][C:33]([S:46][CH3:47])=[C:34]([S:36]([C:39]2[CH:44]=[CH:43][CH:42]=[C:41](Br)[CH:40]=2)(=[O:38])=[O:37])[CH:35]=1)=[NH:30])([CH3:25])([CH3:24])[CH3:23].C([O-])([O-])=O.[Na+].[Na+].